This data is from Catalyst prediction with 721,799 reactions and 888 catalyst types from USPTO. The task is: Predict which catalyst facilitates the given reaction. (1) Reactant: [CH:1]1([N:7]([N:16]2[CH2:21][CH2:20][CH2:19][CH2:18][CH2:17]2)[C:8]([NH:10][C:11]2[S:12][CH:13]=[CH:14][N:15]=2)=[O:9])[CH2:6][CH2:5][CH2:4][CH2:3][CH2:2]1.C1C(=O)N([Cl:29])C(=O)C1.O. Product: [Cl:29][C:13]1[S:12][C:11]([NH:10][C:8](=[O:9])[N:7]([CH:1]2[CH2:2][CH2:3][CH2:4][CH2:5][CH2:6]2)[N:16]2[CH2:21][CH2:20][CH2:19][CH2:18][CH2:17]2)=[N:15][CH:14]=1. The catalyst class is: 2. (2) The catalyst class is: 18. Reactant: CCN(C(C)C)C(C)C.[Cl:10][C:11]1[CH:19]=[CH:18][CH:17]=[CH:16][C:12]=1[C:13]([OH:15])=O.C1C=CC2N(O)N=NC=2C=1.CCN=C=NCCCN(C)C.Cl.[O:42]=[C:43]([N:60]1[CH2:65][CH2:64][NH:63][CH2:62][CH2:61]1)[CH2:44][NH:45][C:46]([C:48]1[CH:53]=[CH:52][C:51]([C:54]2[CH:59]=[CH:58][CH:57]=[CH:56][CH:55]=2)=[CH:50][CH:49]=1)=[O:47]. Product: [Cl:10][C:11]1[CH:19]=[CH:18][CH:17]=[CH:16][C:12]=1[C:13]([N:63]1[CH2:62][CH2:61][N:60]([C:43](=[O:42])[CH2:44][NH:45][C:46]([C:48]2[CH:53]=[CH:52][C:51]([C:54]3[CH:59]=[CH:58][CH:57]=[CH:56][CH:55]=3)=[CH:50][CH:49]=2)=[O:47])[CH2:65][CH2:64]1)=[O:15]. (3) Reactant: [H-].[Na+].[C:3]([O:7][C:8]([N:10]1[CH2:15][CH2:14][CH:13]([C:16]2[NH:17][CH:18]=[C:19]([C:21]3[CH:26]=[CH:25][C:24]([F:27])=[C:23]([C:28]([F:31])([F:30])[F:29])[CH:22]=3)[N:20]=2)[CH:12]([F:32])[CH2:11]1)=[O:9])([CH3:6])([CH3:5])[CH3:4].Br[CH2:34][CH2:35][O:36][CH:37]1[CH2:42][CH2:41][CH2:40][CH2:39][O:38]1. Product: [F:32][CH:12]1[CH:13]([C:16]2[N:17]([CH2:34][CH2:35][O:36][CH:37]3[CH2:42][CH2:41][CH2:40][CH2:39][O:38]3)[CH:18]=[C:19]([C:21]3[CH:26]=[CH:25][C:24]([F:27])=[C:23]([C:28]([F:29])([F:31])[F:30])[CH:22]=3)[N:20]=2)[CH2:14][CH2:15][N:10]([C:8]([O:7][C:3]([CH3:6])([CH3:4])[CH3:5])=[O:9])[CH2:11]1. The catalyst class is: 39. (4) Reactant: [C:1]([N:4]1[CH2:9][CH2:8][CH:7]([C:10]([N:12]2[CH2:17][CH2:16][C@@H:15]([N:18]([CH3:28])[C:19](=[O:27])[C:20]3[CH:25]=[CH:24][C:23](Br)=[CH:22][CH:21]=3)[C@H:14]([C:29]3[CH:34]=[CH:33][C:32]([Cl:35])=[C:31]([Cl:36])[CH:30]=3)[CH2:13]2)=[O:11])[CH2:6][CH2:5]1)(=[O:3])[CH3:2].[C:37]1(B(O)O)[CH:42]=[CH:41][CH:40]=[CH:39][CH:38]=1.C(=O)([O-])[O-].[K+].[K+]. Product: [C:1]([N:4]1[CH2:9][CH2:8][CH:7]([C:10]([N:12]2[CH2:17][CH2:16][C@@H:15]([N:18]([CH3:28])[C:19]([C:20]3[CH:25]=[CH:24][C:23]([C:37]4[CH:42]=[CH:41][CH:40]=[CH:39][CH:38]=4)=[CH:22][CH:21]=3)=[O:27])[C@H:14]([C:29]3[CH:34]=[CH:33][C:32]([Cl:35])=[C:31]([Cl:36])[CH:30]=3)[CH2:13]2)=[O:11])[CH2:6][CH2:5]1)(=[O:3])[CH3:2]. The catalyst class is: 398. (5) Reactant: [F:1][C:2]1[C:3]([NH:26][C:27]2[CH:32]=[CH:31][C:30]([I:33])=[CH:29][C:28]=2[F:34])=[C:4]([CH:12]=[C:13](/[CH:16]=[N:17]/[O:18][CH2:19][CH2:20][CH2:21][C:22](=[O:25])[NH:23][CH3:24])[C:14]=1[F:15])[C:5]([NH:7][O:8][CH2:9][CH2:10][OH:11])=[O:6].ClCCl.ClC(Cl)C(O)=O. Product: [F:1][C:2]1[C:3]([NH:26][C:27]2[CH:32]=[CH:31][C:30]([I:33])=[CH:29][C:28]=2[F:34])=[C:4]([CH:12]=[C:13]([CH2:16][NH:17][O:18][CH2:19][CH2:20][CH2:21][C:22](=[O:25])[NH:23][CH3:24])[C:14]=1[F:15])[C:5]([NH:7][O:8][CH2:9][CH2:10][OH:11])=[O:6]. The catalyst class is: 13. (6) Reactant: [F:1][C:2]1[CH:7]=[CH:6][C:5]([C:8]2[CH:13]=[CH:12][C:11]([CH:14]=O)=[CH:10][CH:9]=2)=[CH:4][CH:3]=1.[NH2:16][CH2:17][C:18]1[CH:19]=[C:20]([CH:30]=[CH:31][CH:32]=1)[CH2:21][NH:22][C:23](=[O:29])[O:24][C:25]([CH3:28])([CH3:27])[CH3:26].[BH4-].[Na+]. Product: [F:1][C:2]1[CH:3]=[CH:4][C:5]([C:8]2[CH:9]=[CH:10][C:11]([CH2:14][NH:16][CH2:17][C:18]3[CH:19]=[C:20]([CH:30]=[CH:31][CH:32]=3)[CH2:21][NH:22][C:23](=[O:29])[O:24][C:25]([CH3:27])([CH3:28])[CH3:26])=[CH:12][CH:13]=2)=[CH:6][CH:7]=1. The catalyst class is: 5. (7) Reactant: [Cl:1][CH2:2][C:3]([N:5]1[C@@H:9]([CH3:10])[CH2:8][CH2:7][C@H:6]1[C:11]([NH2:13])=O)=[O:4].N1C=CN=C1.O=P(Cl)(Cl)Cl.[NH4+].[Cl-]. Product: [Cl:1][CH2:2][C:3]([N:5]1[C@@H:9]([CH3:10])[CH2:8][CH2:7][C@H:6]1[C:11]#[N:13])=[O:4]. The catalyst class is: 17.